From a dataset of Reaction yield outcomes from USPTO patents with 853,638 reactions. Predict the reaction yield, written as a fraction of the theoretical maximum amount of product (1.0 means a 100% yield; for example, 0.34 means a 34% yield). (1) The reactants are [H-].[Na+].[C:3]1(=[O:13])[C:12]2[C:7](=[CH:8][CH:9]=[N:10][CH:11]=2)[CH:6]=[CH:5][NH:4]1.[CH3:14]I.[NH4+].[Cl-]. The catalyst is CN(C=O)C.C(OCC)(=O)C. The product is [CH3:14][N:4]1[CH:5]=[CH:6][C:7]2[C:12](=[CH:11][N:10]=[CH:9][CH:8]=2)[C:3]1=[O:13]. The yield is 0.131. (2) The reactants are [CH:1]1([O:4][C:5]2[CH:6]=[C:7]([C:15]3[N:32](COCC[Si](C)(C)C)[C:18]4[CH:19]=[N:20][N:21]([CH2:24][O:25][CH2:26][CH2:27][Si:28]([CH3:31])([CH3:30])[CH3:29])[C:22](=[O:23])[C:17]=4[C:16]=3[CH:41]3[CH2:43][CH2:42]3)[CH:8]=[CH:9][C:10]=2[O:11][CH:12]([F:14])[F:13])[CH2:3][CH2:2]1.C1(OC2C=C(C3N(COCC[Si](C)(C)C)C4C=NN(COCC[Si](C)(C)C)C(=O)C=4C=3C)C=CC=2OC(F)F)CC1. No catalyst specified. The product is [CH:1]1([O:4][C:5]2[CH:6]=[C:7]([C:15]3[NH:32][C:18]4[CH:19]=[N:20][N:21]([CH2:24][O:25][CH2:26][CH2:27][Si:28]([CH3:29])([CH3:30])[CH3:31])[C:22](=[O:23])[C:17]=4[C:16]=3[CH:41]3[CH2:43][CH2:42]3)[CH:8]=[CH:9][C:10]=2[O:11][CH:12]([F:14])[F:13])[CH2:2][CH2:3]1. The yield is 0.930. (3) The reactants are [CH:1]1([OH:6])[CH2:5][CH2:4][CH2:3][CH2:2]1.CC(C)([O-])C.[K+].[Cl:13][C:14]1[CH:19]=[C:18]([C:20]([F:23])([F:22])[F:21])[N:17]=[C:16](S(C)(=O)=O)[N:15]=1. The catalyst is O1CCCC1. The product is [Cl:13][C:14]1[CH:19]=[C:18]([C:20]([F:22])([F:21])[F:23])[N:17]=[C:16]([O:6][CH:1]2[CH2:5][CH2:4][CH2:3][CH2:2]2)[N:15]=1. The yield is 0.330. (4) The reactants are [F:1][C:2]1[CH:3]=[C:4]([CH:6]=[CH:7][CH:8]=1)[NH2:5].Br.Br[CH2:11][CH2:12][NH2:13].C1(C)C=CC=CC=1. The catalyst is CO.ClCCl. The product is [F:1][C:2]1[CH:3]=[C:4]([NH:5][CH2:11][CH2:12][NH2:13])[CH:6]=[CH:7][CH:8]=1. The yield is 0.320. (5) The reactants are [NH:1]1[CH2:5][CH2:4][CH2:3][CH2:2]1.N1CCC[C@H]1C(O)=O.I[C:15]1[CH:20]=[CH:19][CH:18]=[CH:17][CH:16]=1. The catalyst is [Cu]I.CS(C)=O. The product is [C:15]1([N:1]2[CH2:5][CH2:4][CH2:3][CH2:2]2)[CH:20]=[CH:19][CH:18]=[CH:17][CH:16]=1. The yield is 0.570. (6) The reactants are [Li+].CC([N-]C(C)C)C.[Cl:9][C:10]1[CH:15]=[C:14]([F:16])[CH:13]=[CH:12][N:11]=1.[C:17](=[O:19])=[O:18]. The catalyst is C1COCC1. The product is [Cl:9][C:10]1[C:15]([C:17]([OH:19])=[O:18])=[C:14]([F:16])[CH:13]=[CH:12][N:11]=1. The yield is 0.712. (7) The product is [NH2:1][C:2]1[N:7]=[CH:6][N:5]=[C:4]2[N:8]([CH:12]([C:14]3[CH:21]=[C:20]([Cl:22])[C:17]([C:18]#[N:19])=[C:16]([CH:23]4[CH2:24][N:25]([CH2:30][C@@H:31]([OH:32])[CH3:33])[CH2:26]4)[C:15]=3[O:27][CH2:28][CH3:29])[CH3:13])[N:9]=[C:10]([CH3:11])[C:3]=12. The yield is 0.470. The reactants are [NH2:1][C:2]1[N:7]=[CH:6][N:5]=[C:4]2[N:8]([CH:12]([C:14]3[CH:21]=[C:20]([Cl:22])[C:17]([C:18]#[N:19])=[C:16]([CH:23]4[CH2:26][NH:25][CH2:24]4)[C:15]=3[O:27][CH2:28][CH3:29])[CH3:13])[N:9]=[C:10]([CH3:11])[C:3]=12.[CH3:30][C@H:31]1[CH2:33][O:32]1. The catalyst is C(O)C.CO. (8) The reactants are [CH3:1][O:2][C:3]([NH:5][C@H:6]([C:10]([N:12]1[CH:16]([C:17]([O:19]CC)=[O:18])[CH2:15][C:14]2([CH2:26][CH2:25][N:24]([C:27]([O:29][C:30]([CH3:33])([CH3:32])[CH3:31])=[O:28])[CH2:23][CH2:22]2)[CH2:13]1)=[O:11])[CH:7]([CH3:9])[CH3:8])=[O:4].O.[OH-].[Li+].Cl. The catalyst is C1COCC1.O.CO. The product is [CH3:31][C:30]([O:29][C:27]([N:24]1[CH2:23][CH2:22][C:14]2([CH2:13][N:12]([C:10](=[O:11])[C@H:6]([CH:7]([CH3:9])[CH3:8])[NH:5][C:3]([O:2][CH3:1])=[O:4])[CH:16]([C:17]([OH:19])=[O:18])[CH2:15]2)[CH2:26][CH2:25]1)=[O:28])([CH3:33])[CH3:32]. The yield is 0.910. (9) The reactants are Br[C:2]1[C:11]([NH:12][C:13](=[O:18])[C:14]([F:17])([F:16])[F:15])=[CH:10][C:9]([F:19])=[CH:8][C:3]=1[C:4]([O:6][CH3:7])=[O:5].[C:20]([C@@:22]1([CH3:37])[CH2:26][CH2:25][CH2:24][N:23]1[C:27]([O:29][CH2:30][C:31]1[CH:36]=[CH:35][CH:34]=[CH:33][CH:32]=1)=[O:28])#[CH:21].CN(C)C(=N)N(C)C. The catalyst is CN(C=O)C.CC(=O)OCC.O.Cl[Pd](Cl)([P](C1C=CC=CC=1)(C1C=CC=CC=1)C1C=CC=CC=1)[P](C1C=CC=CC=1)(C1C=CC=CC=1)C1C=CC=CC=1.[Cu]I. The product is [F:19][C:9]1[CH:10]=[C:11]([NH:12][C:13](=[O:18])[C:14]([F:17])([F:16])[F:15])[C:2]([C:21]#[C:20][C@@:22]2([CH3:37])[CH2:26][CH2:25][CH2:24][N:23]2[C:27]([O:29][CH2:30][C:31]2[CH:32]=[CH:33][CH:34]=[CH:35][CH:36]=2)=[O:28])=[C:3]([C:4]([O:6][CH3:7])=[O:5])[CH:8]=1. The yield is 0.530. (10) The reactants are [Cl:1]/[C:2](/[C:12]([F:15])([F:14])[F:13])=[CH:3]\[CH:4]1[CH:6]([C:7](Cl)=[O:8])[C:5]1([CH3:11])[CH3:10].[NH2:16][CH:17]([C:20]1[CH:25]=[CH:24][CH:23]=[C:22]([O:26][C:27]2[CH:32]=[CH:31][CH:30]=[CH:29][CH:28]=2)[CH:21]=1)[C:18]#[N:19].N1C=CC=CC=1. The yield is 0.730. The catalyst is C1(C)C=CC=CC=1.C(OCC)(=O)C. The product is [Cl:1]/[C:2](/[C:12]([F:15])([F:14])[F:13])=[CH:3]\[CH:4]1[CH:6]([C:7]([NH:16][CH:17]([C:18]#[N:19])[C:20]2[CH:25]=[CH:24][CH:23]=[C:22]([O:26][C:27]3[CH:28]=[CH:29][CH:30]=[CH:31][CH:32]=3)[CH:21]=2)=[O:8])[C:5]1([CH3:11])[CH3:10].